Dataset: NCI-60 drug combinations with 297,098 pairs across 59 cell lines. Task: Regression. Given two drug SMILES strings and cell line genomic features, predict the synergy score measuring deviation from expected non-interaction effect. (1) Drug 1: C1=CC(=CC=C1C#N)C(C2=CC=C(C=C2)C#N)N3C=NC=N3. Drug 2: CCC1(CC2CC(C3=C(CCN(C2)C1)C4=CC=CC=C4N3)(C5=C(C=C6C(=C5)C78CCN9C7C(C=CC9)(C(C(C8N6C=O)(C(=O)OC)O)OC(=O)C)CC)OC)C(=O)OC)O.OS(=O)(=O)O. Cell line: RPMI-8226. Synergy scores: CSS=15.6, Synergy_ZIP=-2.14, Synergy_Bliss=-4.07, Synergy_Loewe=-45.6, Synergy_HSA=-3.93. (2) Drug 1: C1=CC(=C2C(=C1NCCNCCO)C(=O)C3=C(C=CC(=C3C2=O)O)O)NCCNCCO. Drug 2: CN(CCCl)CCCl.Cl. Cell line: SK-OV-3. Synergy scores: CSS=43.4, Synergy_ZIP=-1.77, Synergy_Bliss=-2.64, Synergy_Loewe=-37.4, Synergy_HSA=-3.07. (3) Synergy scores: CSS=32.4, Synergy_ZIP=-6.85, Synergy_Bliss=-5.08, Synergy_Loewe=-45.4, Synergy_HSA=-1.91. Cell line: K-562. Drug 2: COC1=C2C(=CC3=C1OC=C3)C=CC(=O)O2. Drug 1: CC1CCC2CC(C(=CC=CC=CC(CC(C(=O)C(C(C(=CC(C(=O)CC(OC(=O)C3CCCCN3C(=O)C(=O)C1(O2)O)C(C)CC4CCC(C(C4)OC)O)C)C)O)OC)C)C)C)OC.